The task is: Predict the reactants needed to synthesize the given product.. This data is from Full USPTO retrosynthesis dataset with 1.9M reactions from patents (1976-2016). (1) Given the product [Br:1][C:2]1[CH:3]=[CH:4][C:5]([CH2:8][C:9]([C:22]2[CH:23]=[CH:24][C:25]3[O:30][CH2:29][C:28](=[O:31])[NH:27][C:26]=3[CH:32]=2)=[O:11])=[CH:6][CH:7]=1.[O:30]1[C:25]2[CH:24]=[CH:23][CH:22]=[CH:32][C:26]=2[NH:27][C:28](=[O:31])[CH2:29]1, predict the reactants needed to synthesize it. The reactants are: [Br:1][C:2]1[CH:7]=[CH:6][C:5]([CH2:8][C:9]([OH:11])=O)=[CH:4][CH:3]=1.ClC1C=C(CC([C:22]2[CH:23]=[CH:24][C:25]3[O:30][CH2:29][C:28](=[O:31])[NH:27][C:26]=3[CH:32]=2)=O)C=CC=1. (2) Given the product [CH3:27][C:22]1([CH3:28])[C:23]([CH3:26])([CH3:25])[O:24][B:20]([C:6]2[CH:5]=[N:4][NH:3][CH:7]=2)[O:21]1, predict the reactants needed to synthesize it. The reactants are: C[Si](C)(C)[N:3]1[CH:7]=[C:6](I)[CH:5]=[N:4]1.C([Mg]Cl)(C)C.C(O[B:20]1[O:24][C:23]([CH3:26])([CH3:25])[C:22]([CH3:28])([CH3:27])[O:21]1)(C)C.[Cl-].[NH4+]. (3) Given the product [OH:22][CH2:21][C:13]1([C:19]#[N:20])[CH2:18][CH2:17][CH2:16][CH2:15][CH2:14]1, predict the reactants needed to synthesize it. The reactants are: C(NC(C)C)(C)C.C([Li])CCC.[CH:13]1([C:19]#[N:20])[CH2:18][CH2:17][CH2:16][CH2:15][CH2:14]1.[CH2:21]=[O:22]. (4) Given the product [CH2:1]([C:3]1[CH:9]=[CH:8][CH:7]=[CH:6][C:4]=1[NH:5][C:29](=[O:30])[C:28]([C:21]1[C:22]2[C:27](=[CH:26][CH:25]=[CH:24][CH:23]=2)[NH:19][CH:20]=1)=[O:32])[CH3:2], predict the reactants needed to synthesize it. The reactants are: [CH2:1]([C:3]1[CH:9]=[CH:8][CH:7]=[CH:6][C:4]=1[NH2:5])[CH3:2].CCN(C(C)C)C(C)C.[NH:19]1[C:27]2[C:22](=[CH:23][CH:24]=[CH:25][CH:26]=2)[C:21]([C:28](=[O:32])[C:29](Cl)=[O:30])=[CH:20]1.